From a dataset of Tyrosyl-DNA phosphodiesterase HTS with 341,365 compounds. Binary Classification. Given a drug SMILES string, predict its activity (active/inactive) in a high-throughput screening assay against a specified biological target. (1) The drug is O1C2(CCN(CC2)C(=O)C)C(=C(C1=O)C)C(=O)Nc1c(ccc(c1)C)C. The result is 0 (inactive). (2) The molecule is O1CCN(C(CNC(=O)c2c(oc(c2)C)C)c2ccc(OC)cc2)CC1. The result is 0 (inactive). (3) The compound is S(=O)(=O)(Nc1ccc(cc1)C(OCCCC)=O)c1cc(c2n(nnn2)CC)ccc1OC. The result is 0 (inactive). (4) The molecule is Brc1cc(C(=O)Nc2c([N+]([O-])=O)cc(cc2)C)cnc1. The result is 0 (inactive). (5) The compound is s1c(NC(=O)C2OCCC2)nc2c1cc(OC)cc2. The result is 0 (inactive).